From a dataset of Reaction yield outcomes from USPTO patents with 853,638 reactions. Predict the reaction yield, written as a fraction of the theoretical maximum amount of product (1.0 means a 100% yield; for example, 0.34 means a 34% yield). The catalyst is C(O)C. The product is [OH:16][NH:15][C:12]([C:9]1[CH:10]=[CH:11][C:5]2[O:4][C:3]([CH2:2][OH:1])=[CH:7][C:6]=2[CH:8]=1)=[NH:13]. The yield is 0.760. The reactants are [OH:1][CH2:2][C:3]1[O:4][C:5]2[CH:11]=[CH:10][C:9]([C:12]#[N:13])=[CH:8][C:6]=2[CH:7]=1.Cl.[NH2:15][OH:16].C(N(CC)C(C)C)(C)C.